Dataset: Forward reaction prediction with 1.9M reactions from USPTO patents (1976-2016). Task: Predict the product of the given reaction. (1) Given the reactants Cl[C:2]1[N:7]=[C:6]([NH:8][C@H:9]([CH:11]2[CH2:13][CH2:12]2)[CH3:10])[CH:5]=[N:4][CH:3]=1.C([O-])([O-])=O.[Cs+].[Cs+].[CH:20]([C:22]1[CH:23]=[C:24](B(O)O)[CH:25]=[CH:26][CH:27]=1)=O.[S:31]1[CH2:35][C:34](=[O:36])[NH:33][C:32]1=[O:37].N1CCCCC1, predict the reaction product. The product is: [CH:11]1([C@@H:9]([NH:8][C:6]2[N:7]=[C:2]([C:26]3[CH:27]=[C:22]([CH:23]=[CH:24][CH:25]=3)/[CH:20]=[C:35]3/[C:34](=[O:36])[NH:33][C:32](=[O:37])[S:31]/3)[CH:3]=[N:4][CH:5]=2)[CH3:10])[CH2:13][CH2:12]1. (2) Given the reactants [C:1]([O:5][C:6](=[O:15])[NH:7][C@H:8]1[CH2:13][CH2:12][C@H:11]([OH:14])[CH2:10][CH2:9]1)([CH3:4])([CH3:3])[CH3:2].[N+](=[CH:18][C:19]([O:21][CH2:22][CH3:23])=[O:20])=[N-], predict the reaction product. The product is: [CH2:22]([O:21][C:19](=[O:20])[CH2:18][O:14][C@H:11]1[CH2:10][CH2:9][C@H:8]([NH:7][C:6]([O:5][C:1]([CH3:4])([CH3:2])[CH3:3])=[O:15])[CH2:13][CH2:12]1)[CH3:23]. (3) Given the reactants [CH3:1][C:2]1[C:24]2[NH:25][C:4](=[CH:5][C:6]3[NH:10][C:9]([CH:11]=[C:12]4[N:16]=[C:15]([CH:17]=[C:18]5[N:22]=[C:21]([CH:23]=2)[C:20]([CH3:26])=[C:19]5[CH2:27][CH2:28][C:29]([O:31][CH3:32])=[O:30])[C:14]([CH2:33][CH2:34][C:35]([O:37][CH3:38])=[O:36])=[C:13]4[CH3:39])=[C:8]([CH:40]=[CH2:41])[C:7]=3[CH3:42])[C:3]=1[CH:43]=[CH2:44], predict the reaction product. The product is: [CH3:41][CH2:40][C:8]1[C:9]2[NH:10][C:6](=[CH:5][C:4]3[NH:25][C:24]([CH:23]=[C:21]4[N:22]=[C:18]([CH:17]=[C:15]5[N:16]=[C:12]([CH:11]=2)[C:13]([CH3:39])=[C:14]5[CH2:33][CH2:34][C:35]([O:37][CH3:38])=[O:36])[C:19]([CH2:27][CH2:28][C:29]([O:31][CH3:32])=[O:30])=[C:20]4[CH3:26])=[C:2]([CH3:1])[C:3]=3[CH2:43][CH3:44])[C:7]=1[CH3:42]. (4) Given the reactants [Si:1]([O:8][C@H:9]([C:30]1[CH:39]=[CH:38][C:37]([OH:40])=[C:36]2[C:31]=1[CH:32]=[CH:33][C:34](=[O:41])[NH:35]2)[CH2:10][NH:11][CH2:12][CH2:13]CC#CC1C=CC(NC(=O)C(F)(F)F)=CC=1)([C:4]([CH3:7])([CH3:6])[CH3:5])([CH3:3])[CH3:2].BrCC[CH2:45][CH2:46][CH2:47][CH2:48][CH2:49][C:50]([NH:52][CH2:53][C:54]1[C:55]([NH:67][CH:68]2[CH2:73][CH2:72][O:71][CH2:70][CH2:69]2)=[C:56]2[CH:64]=[N:63][N:62]([CH2:65][CH3:66])[C:57]2=[N:58][C:59]=1[CH2:60][CH3:61])=[O:51], predict the reaction product. The product is: [Si:1]([O:8][C@H:9]([C:30]1[CH:39]=[CH:38][C:37]([OH:40])=[C:36]2[C:31]=1[CH:32]=[CH:33][C:34](=[O:41])[NH:35]2)[CH2:10][NH:11][CH2:12][CH2:13][CH2:45][CH2:46][CH2:47][CH2:48][CH2:49][C:50]([NH:52][CH2:53][C:54]1[C:55]([NH:67][CH:68]2[CH2:69][CH2:70][O:71][CH2:72][CH2:73]2)=[C:56]2[CH:64]=[N:63][N:62]([CH2:65][CH3:66])[C:57]2=[N:58][C:59]=1[CH2:60][CH3:61])=[O:51])([C:4]([CH3:7])([CH3:6])[CH3:5])([CH3:2])[CH3:3]. (5) Given the reactants [Cl:1][C:2]1[CH:7]=[CH:6][C:5]([C:8]2[CH:9]=[C:10]([NH2:20])[CH:11]=[N:12][C:13]=2[O:14][CH2:15][C:16]([F:19])([F:18])[F:17])=[CH:4][CH:3]=1.[C:21](O)(=[O:28])[C:22]1[CH:27]=[CH:26][CH:25]=[N:24][CH:23]=1, predict the reaction product. The product is: [Cl:1][C:2]1[CH:3]=[CH:4][C:5]([C:8]2[CH:9]=[C:10]([NH:20][C:21](=[O:28])[C:22]3[CH:27]=[CH:26][CH:25]=[N:24][CH:23]=3)[CH:11]=[N:12][C:13]=2[O:14][CH2:15][C:16]([F:17])([F:18])[F:19])=[CH:6][CH:7]=1. (6) Given the reactants [OH-].[Na+].[F:3][C:4]1[CH:9]=[CH:8][C:7]([CH:10]2[N:15]([CH2:16][C:17]([O:19]C)=[O:18])[C:14](=[O:21])[C:13]3([CH2:27][O:26][CH2:25][CH2:24][O:23][CH2:22]3)[N:12]([C:28]([O:30][C:31]([CH3:34])([CH3:33])[CH3:32])=[O:29])[CH2:11]2)=[CH:6][CH:5]=1, predict the reaction product. The product is: [C:31]([O:30][C:28]([N:12]1[C:13]2([CH2:27][O:26][CH2:25][CH2:24][O:23][CH2:22]2)[C:14](=[O:21])[N:15]([CH2:16][C:17]([OH:19])=[O:18])[CH:10]([C:7]2[CH:6]=[CH:5][C:4]([F:3])=[CH:9][CH:8]=2)[CH2:11]1)=[O:29])([CH3:34])([CH3:32])[CH3:33]. (7) Given the reactants C(OC(N1CCC(C)CC1C(O)=O)=O)(C)(C)C.C(N(CC)CC)C.ClC(OCC(C)C)=O.ClC1C=C(C=CC=1)C(NO)=N.[C:44]([O:48][C:49]([N:51]1[CH2:56][CH2:55][CH:54]([CH3:57])[CH2:53][CH:52]1[C:58]1[O:62][N:61]=[C:60]([C:63]2[CH:68]=[CH:67][CH:66]=[C:65]([Cl:69])[CH:64]=2)[N:59]=1)=[O:50])([CH3:47])([CH3:46])[CH3:45].FC(F)(F)C(O)=O, predict the reaction product. The product is: [C:44]([O:48][C:49]([N:51]1[CH2:56][CH2:55][CH:54]([CH3:57])[CH2:53][CH:52]1[C:58]1[O:62][N:61]=[C:60]([C:63]2[CH:68]=[CH:67][CH:66]=[C:65]([Cl:69])[CH:64]=2)[N:59]=1)=[O:50])([CH3:45])([CH3:46])[CH3:47].[Cl:69][C:65]1[CH:64]=[C:63]([C:60]2[N:59]=[C:58]([C@H:52]3[CH2:53][C@H:54]([CH3:57])[CH2:55][CH2:56][NH:51]3)[O:62][N:61]=2)[CH:68]=[CH:67][CH:66]=1. (8) Given the reactants [CH:1]1([N:7]2[CH2:11][CH:10]([CH2:12]O)[CH2:9][C:8]2=[O:14])[CH2:6][CH2:5][CH2:4][CH2:3][CH2:2]1.II.C(O)(=O)C, predict the reaction product. The product is: [CH:1]1([N:7]2[CH2:11][CH:10]([CH3:12])[CH2:9][C:8]2=[O:14])[CH2:6][CH2:5][CH2:4][CH2:3][CH2:2]1. (9) Given the reactants O=[C:2]([CH2:29][CH2:30][CH2:31][CH3:32])[CH2:3][N:4]1[CH:8]=[C:7]([C:9]2[CH:14]=[CH:13][CH:12]=[CH:11][C:10]=2[O:15][CH3:16])[N:6]=[C:5]1[CH2:17][NH:18]C(OCC1C=CC=CC=1)=O, predict the reaction product. The product is: [CH2:29]([CH:2]1[CH2:3][N:4]2[CH:8]=[C:7]([C:9]3[CH:14]=[CH:13][CH:12]=[CH:11][C:10]=3[O:15][CH3:16])[N:6]=[C:5]2[CH2:17][NH:18]1)[CH2:30][CH2:31][CH3:32].